From a dataset of Catalyst prediction with 721,799 reactions and 888 catalyst types from USPTO. Predict which catalyst facilitates the given reaction. (1) Reactant: [NH:1]1[C:9]2[C:4](=[N:5][CH:6]=[C:7]([C:10]([OH:12])=[O:11])[CH:8]=2)[CH:3]=[CH:2]1.C(=O)([O-])[O-].[Cs+].[Cs+].[CH2:19](Br)[C:20]1[CH:25]=[CH:24][CH:23]=[CH:22][CH:21]=1. Product: [NH:1]1[C:9]2[C:4](=[N:5][CH:6]=[C:7]([C:10]([O:12][CH2:19][C:20]3[CH:25]=[CH:24][CH:23]=[CH:22][CH:21]=3)=[O:11])[CH:8]=2)[CH:3]=[CH:2]1. The catalyst class is: 9. (2) Reactant: [OH-].[Na+].[CH:3]1([C:6]2[C:11]([C:12]3[CH:17]=[CH:16][C:15]([F:18])=[CH:14][CH:13]=3)=[C:10]([F:19])[C:9]([O:20][CH2:21][CH3:22])=[C:8]([CH2:23][N:24]3[CH2:29][CH2:28][CH:27]([N:30]4[CH2:39][CH2:38][C:37]5[N:36]=[C:35]([CH2:40][CH2:41][CH3:42])[C:34]([C:43]([O:45]CC)=[O:44])=[CH:33][C:32]=5[C:31]4=[O:48])[CH2:26][CH2:25]3)[CH:7]=2)[CH2:5][CH2:4]1. Product: [CH:3]1([C:6]2[C:11]([C:12]3[CH:17]=[CH:16][C:15]([F:18])=[CH:14][CH:13]=3)=[C:10]([F:19])[C:9]([O:20][CH2:21][CH3:22])=[C:8]([CH2:23][N:24]3[CH2:25][CH2:26][CH:27]([N:30]4[CH2:39][CH2:38][C:37]5[N:36]=[C:35]([CH2:40][CH2:41][CH3:42])[C:34]([C:43]([OH:45])=[O:44])=[CH:33][C:32]=5[C:31]4=[O:48])[CH2:28][CH2:29]3)[CH:7]=2)[CH2:5][CH2:4]1. The catalyst class is: 8.